Dataset: Forward reaction prediction with 1.9M reactions from USPTO patents (1976-2016). Task: Predict the product of the given reaction. (1) Given the reactants [C:1]([O:5][C:6]([N:8]1[C:16]2[C:11](=[CH:12][CH:13]=[CH:14][CH:15]=2)[C:10]([C@H:17]2[C@H:21]([C:22]([O:24][CH2:25][CH3:26])=[O:23])[CH2:20][N:19](CC3C=CC=CC=3)[CH2:18]2)=[CH:9]1)=[O:7])([CH3:4])([CH3:3])[CH3:2].ClC(OC(Cl)C)=O, predict the reaction product. The product is: [C:1]([O:5][C:6]([N:8]1[C:16]2[C:11](=[CH:12][CH:13]=[CH:14][CH:15]=2)[C:10]([C@H:17]2[C@H:21]([C:22]([O:24][CH2:25][CH3:26])=[O:23])[CH2:20][NH:19][CH2:18]2)=[CH:9]1)=[O:7])([CH3:4])([CH3:3])[CH3:2]. (2) The product is: [C:15]1([CH2:21][S:22]([NH:14][NH:13][C:11]([C:6]2[NH:7][C:8]3[C:4]([CH:5]=2)=[CH:3][C:2]([Cl:1])=[CH:10][CH:9]=3)=[O:12])(=[O:24])=[O:23])[CH:20]=[CH:19][CH:18]=[CH:17][CH:16]=1. Given the reactants [Cl:1][C:2]1[CH:3]=[C:4]2[C:8](=[CH:9][CH:10]=1)[NH:7][C:6]([C:11]([NH:13][NH2:14])=[O:12])=[CH:5]2.[C:15]1([CH2:21][S:22](Cl)(=[O:24])=[O:23])[CH:20]=[CH:19][CH:18]=[CH:17][CH:16]=1.CCN(C(C)C)C(C)C, predict the reaction product. (3) Given the reactants C(O[C:6]([N:8]1[CH2:12][C:11](=[N:13][O:14][CH2:15][C:16]2[CH:21]=[CH:20][C:19]([O:22][CH3:23])=[CH:18][CH:17]=2)[CH2:10][C@H:9]1[C:24]([OH:26])=O)=[O:7])(C)(C)C.[O:27]([CH2:34]C(Cl)=O)[C:28]1[CH:33]=[CH:32][CH:31]=[CH:30][CH:29]=1.[CH2:38]([NH2:41])[CH:39]=[CH2:40], predict the reaction product. The product is: [CH2:38]([NH:41][C:24]([C@@H:9]1[CH2:10][C:11](=[N:13][O:14][CH2:15][C:16]2[CH:17]=[CH:18][C:19]([O:22][CH3:23])=[CH:20][CH:21]=2)[CH2:12][N:8]1[C:6](=[O:7])[CH2:34][O:27][C:28]1[CH:29]=[CH:30][CH:31]=[CH:32][CH:33]=1)=[O:26])[CH:39]=[CH2:40].